From a dataset of Full USPTO retrosynthesis dataset with 1.9M reactions from patents (1976-2016). Predict the reactants needed to synthesize the given product. Given the product [CH:1]([C:3]1[CH:11]=[CH:10][C:6]([C:7]([O:9][CH3:17])=[O:8])=[CH:5][C:4]=1[OH:12])=[O:2], predict the reactants needed to synthesize it. The reactants are: [CH:1]([C:3]1[CH:11]=[CH:10][C:6]([C:7]([OH:9])=[O:8])=[CH:5][C:4]=1[OH:12])=[O:2].O=S(Cl)Cl.[CH3:17]O.